From a dataset of Full USPTO retrosynthesis dataset with 1.9M reactions from patents (1976-2016). Predict the reactants needed to synthesize the given product. (1) Given the product [N:32]1([C:11]([C:6]2[CH:7]=[N:8][N:9]([CH3:10])[C:5]=2[C:2]([NH2:3])=[O:4])=[O:13])[CH2:35][CH2:34][CH2:33]1, predict the reactants needed to synthesize it. The reactants are: [Na+].[C:2]([C:5]1[N:9]([CH3:10])[N:8]=[CH:7][C:6]=1[C:11]([O-:13])=O)(=[O:4])[NH2:3].C(P1(=O)OP(CCC)(=O)OP(CCC)(=O)O1)CC.[NH:32]1[CH2:35][CH2:34][CH2:33]1. (2) Given the product [Br:11][C:12]1[C:13]([OH:18])=[C:14]([CH:15]=[CH:16][CH:17]=1)[CH:8]=[O:9], predict the reactants needed to synthesize it. The reactants are: [Mg+2].[Cl-].[Cl-].C=O.C1C[O:9][CH2:8]C1.[Br:11][C:12]1[CH:17]=[CH:16][CH:15]=[CH:14][C:13]=1[OH:18]. (3) The reactants are: [CH2:1]([N:6]1[C:14]2[N:13]=[CH:12][NH:11][C:10]=2[C:9](=[O:15])[NH:8][C:7]1=[S:16])[CH2:2][CH2:3][CH2:4][CH3:5].S(OC)(O[CH3:21])(=O)=O.C(O)(=O)C. Given the product [CH3:21][S:16][C:7]1[N:6]([CH2:1][CH2:2][CH2:3][CH2:4][CH3:5])[C:14]2[N:13]=[CH:12][NH:11][C:10]=2[C:9](=[O:15])[N:8]=1, predict the reactants needed to synthesize it. (4) Given the product [CH2:47]([NH:54][C:20]([C:18]1[N:17]=[N:16][N:15]([CH2:14][CH2:13][CH2:12][CH2:11][C:8]2[N:7]=[N:6][C:5]3[NH:4][CH:3]=[C:2]([I:1])[C:10]=3[CH:9]=2)[CH:19]=1)=[O:22])[C:48]1[CH:53]=[CH:52][CH:51]=[CH:50][CH:49]=1, predict the reactants needed to synthesize it. The reactants are: [I:1][C:2]1[C:10]2[CH:9]=[C:8]([CH2:11][CH2:12][CH2:13][CH2:14][N:15]3[CH:19]=[C:18]([C:20]([OH:22])=O)[N:17]=[N:16]3)[N:7]=[N:6][C:5]=2[NH:4][CH:3]=1.CN(C(ON1N=NC2C=CC=NC1=2)=[N+](C)C)C.F[P-](F)(F)(F)(F)F.[CH2:47]([NH2:54])[C:48]1[CH:53]=[CH:52][CH:51]=[CH:50][CH:49]=1.CCN(C(C)C)C(C)C. (5) Given the product [Cl:1][C:2]1[CH:3]=[C:4]([N:12]2[CH2:17][CH2:16][N:15]([CH2:18][CH2:19][CH2:20][C:21]([N:23]3[CH2:30][CH2:29][C:26]4([CH2:27][CH2:28]4)[C@H:25]([OH:31])[CH2:24]3)=[O:22])[C:14](=[O:32])[C@H:13]2[CH3:33])[CH:5]=[CH:6][C:7]=1[C:8]([F:11])([F:9])[F:10], predict the reactants needed to synthesize it. The reactants are: [Cl:1][C:2]1[CH:3]=[C:4]([N:12]2[CH2:17][CH2:16][N:15]([CH2:18][CH2:19][CH2:20][C:21]([N:23]3[CH2:30][CH2:29][C:26]4([CH2:28][CH2:27]4)[C@H:25]([OH:31])[CH2:24]3)=[O:22])[C:14](=[O:32])[C@@H:13]2[CH3:33])[CH:5]=[CH:6][C:7]=1[C:8]([F:11])([F:10])[F:9].CCO. (6) Given the product [C:1]1([S:7]([CH2:10][C:11]2[C:16]([C:17]([OH:19])=[O:18])=[C:15]([O:21][CH2:22][CH2:23][N:24]([C:26]([O:28][C:29]([CH3:30])([CH3:31])[CH3:32])=[O:27])[CH3:25])[C:14]([C:33]3[CH:37]=[CH:36][O:35][CH:34]=3)=[CH:13][CH:12]=2)(=[O:9])=[O:8])[CH:2]=[CH:3][CH:4]=[CH:5][CH:6]=1, predict the reactants needed to synthesize it. The reactants are: [C:1]1([S:7]([CH2:10][C:11]2[C:16]([C:17]([O:19]C)=[O:18])=[C:15]([O:21][CH2:22][CH2:23][N:24]([C:26]([O:28][C:29]([CH3:32])([CH3:31])[CH3:30])=[O:27])[CH3:25])[C:14]([C:33]3[CH:37]=[CH:36][O:35][CH:34]=3)=[CH:13][CH:12]=2)(=[O:9])=[O:8])[CH:6]=[CH:5][CH:4]=[CH:3][CH:2]=1.O.[OH-].[Li+]. (7) Given the product [CH3:30][N:27]1[CH2:28][CH2:29][N:24]([C:22]2[CH:21]=[CH:20][N:19]=[C:18]([C:14]3[CH:13]=[C:12]([C:9]4[CH:10]=[CH:11][C:6]([C:4]([OH:5])=[O:3])=[CH:7][CH:8]=4)[CH:17]=[CH:16][CH:15]=3)[CH:23]=2)[CH2:25][CH2:26]1, predict the reactants needed to synthesize it. The reactants are: C([O:3][C:4]([C:6]1[CH:11]=[CH:10][C:9]([C:12]2[CH:17]=[CH:16][CH:15]=[C:14]([C:18]3[CH:23]=[C:22]([N:24]4[CH2:29][CH2:28][N:27]([CH3:30])[CH2:26][CH2:25]4)[CH:21]=[CH:20][N:19]=3)[CH:13]=2)=[CH:8][CH:7]=1)=[O:5])C.[Li+].[OH-]. (8) Given the product [CH2:1]([O:8][C:9]1[CH:10]=[C:11]2[C:16](=[CH:17][C:18]=1[O:19][CH3:20])[CH:15](/[CH:21]=[CH:43]/[C:45]1[N:46]([C:54]([O:56][C:57]([CH3:60])([CH3:59])[CH3:58])=[O:55])[C:47]3[C:52]([CH:53]=1)=[CH:51][CH:50]=[CH:49][CH:48]=3)[NH:14][CH2:13][CH2:12]2)[C:2]1[CH:7]=[CH:6][CH:5]=[CH:4][CH:3]=1, predict the reactants needed to synthesize it. The reactants are: [CH2:1]([O:8][C:9]1[CH:10]=[C:11]2[C:16](=[CH:17][C:18]=1[O:19][CH3:20])[CH:15]([CH2:21]S(C1N(C3C=CC=CC=3)N=NN=1)(=O)=O)[N:14](C(OC(C)(C)C)=O)[CH2:13][CH2:12]2)[C:2]1[CH:7]=[CH:6][CH:5]=[CH:4][CH:3]=1.[CH:43]([C:45]1[N:46]([C:54]([O:56][C:57]([CH3:60])([CH3:59])[CH3:58])=[O:55])[C:47]2[C:52]([CH:53]=1)=[CH:51][CH:50]=[CH:49][CH:48]=2)=O.C[Si]([N-][Si](C)(C)C)(C)C.[Li+].